This data is from Full USPTO retrosynthesis dataset with 1.9M reactions from patents (1976-2016). The task is: Predict the reactants needed to synthesize the given product. (1) The reactants are: [Cl:1][C:2]1[C:3]([O:12][C:13]2[CH:19]=[CH:18][C:16]([NH2:17])=[CH:15][CH:14]=2)=[N:4][CH:5]=[C:6]([C:8]([F:11])([F:10])[F:9])[CH:7]=1.C(N(CC)CC)C.Cl.[Cl:28][C:29]1[C:34]([C:35](Cl)=[O:36])=[CH:33][N:32]=[CH:31][CH:30]=1.O. Given the product [Cl:1][C:2]1[C:3]([O:12][C:13]2[CH:19]=[CH:18][C:16]([NH:17][C:35](=[O:36])[C:34]3[C:29]([Cl:28])=[CH:30][CH:31]=[N:32][CH:33]=3)=[CH:15][CH:14]=2)=[N:4][CH:5]=[C:6]([C:8]([F:11])([F:9])[F:10])[CH:7]=1, predict the reactants needed to synthesize it. (2) Given the product [CH2:20]([N:14]1[CH2:15][CH2:16][CH2:17][N:11]2[N:10]=[C:9]([O:8][CH2:1][C:2]3[CH:3]=[CH:4][CH:5]=[CH:6][CH:7]=3)[CH:19]=[C:12]2[C:13]1=[O:18])[C:21]1[CH:26]=[CH:25][CH:24]=[CH:23][CH:22]=1, predict the reactants needed to synthesize it. The reactants are: [CH2:1]([O:8][C:9]1[CH:19]=[C:12]2[C:13](=[O:18])[NH:14][CH2:15][CH2:16][CH2:17][N:11]2[N:10]=1)[C:2]1[CH:7]=[CH:6][CH:5]=[CH:4][CH:3]=1.[CH2:20](Br)[C:21]1[CH:26]=[CH:25][CH:24]=[CH:23][CH:22]=1.[H-].[Na+]. (3) Given the product [Cl:1][C:2]1[CH:10]=[C:9]([CH:8]=[CH:7][C:3]=1[C:4]([N:64]1[CH2:65][CH2:66][CH2:67][C@@H:63]1[CH2:62][C:60]([O:59][CH2:57][CH3:58])=[O:61])=[O:5])[C:11]([NH:13][C@H:14]([C:16]1[NH:20][C:19]2[CH:21]=[CH:22][C:23]([Cl:25])=[CH:24][C:18]=2[N:17]=1)[CH3:15])=[O:12], predict the reactants needed to synthesize it. The reactants are: [Cl:1][C:2]1[CH:10]=[C:9]([C:11]([NH:13][C@H:14]([C:16]2[NH:20][C:19]3[CH:21]=[CH:22][C:23]([Cl:25])=[CH:24][C:18]=3[N:17]=2)[CH3:15])=[O:12])[CH:8]=[CH:7][C:3]=1[C:4](O)=[O:5].CN(C(ON1N=NC2C=CC=CC1=2)=[N+](C)C)C.[B-](F)(F)(F)F.C(N(C(C)C)CC)(C)C.[CH2:57]([O:59][C:60]([CH2:62][C@H:63]1[CH2:67][CH2:66][CH2:65][NH:64]1)=[O:61])[CH3:58].ClCl.